From a dataset of Peptide-MHC class I binding affinity with 185,985 pairs from IEDB/IMGT. Regression. Given a peptide amino acid sequence and an MHC pseudo amino acid sequence, predict their binding affinity value. This is MHC class I binding data. (1) The peptide sequence is STKADAVVA. The MHC is HLA-A02:03 with pseudo-sequence HLA-A02:03. The binding affinity (normalized) is 0.214. (2) The peptide sequence is VNRWLFRHL. The MHC is HLA-B18:01 with pseudo-sequence HLA-B18:01. The binding affinity (normalized) is 0.0847. (3) The peptide sequence is HSPAYPTL. The MHC is H-2-Db with pseudo-sequence H-2-Db. The binding affinity (normalized) is 0.0425. (4) The peptide sequence is ETESVNSNY. The MHC is HLA-A26:01 with pseudo-sequence HLA-A26:01. The binding affinity (normalized) is 0.642. (5) The peptide sequence is YYWPRPRRY. The MHC is HLA-A80:01 with pseudo-sequence HLA-A80:01. The binding affinity (normalized) is 0.149. (6) The peptide sequence is TVRPGNKGY. The MHC is HLA-B48:01 with pseudo-sequence HLA-B48:01. The binding affinity (normalized) is 0.0847.